This data is from Reaction yield outcomes from USPTO patents with 853,638 reactions. The task is: Predict the reaction yield, written as a fraction of the theoretical maximum amount of product (1.0 means a 100% yield; for example, 0.34 means a 34% yield). The reactants are N[C:2]1[CH:7]=[CH:6][C:5]([OH:8])=[C:4]([Cl:9])[CH:3]=1.[F:10][C:11]1[C:18]([F:19])=[C:17]([C:20](F)(F)F)[C:16]([F:24])=[C:15]([F:25])[C:12]=1[CH2:13]Br.C[N:27](C=O)C. No catalyst specified. The product is [Cl:9][C:4]1[CH:3]=[CH:2][C:7]([NH:27][CH2:13][C:12]2[C:11]([F:10])=[C:18]([F:19])[C:17]([CH3:20])=[C:16]([F:24])[C:15]=2[F:25])=[CH:6][C:5]=1[OH:8]. The yield is 0.760.